Dataset: Full USPTO retrosynthesis dataset with 1.9M reactions from patents (1976-2016). Task: Predict the reactants needed to synthesize the given product. (1) Given the product [Cl:42][C:43]1[C:44]([F:51])=[C:45]([NH:46][C:27]2[C:36]3[C:31](=[CH:32][C:33]([O:40][CH3:41])=[C:34]([NH2:37])[CH:35]=3)[N:30]=[CH:29][N:28]=2)[CH:47]=[CH:48][C:49]=1[Cl:50], predict the reactants needed to synthesize it. The reactants are: ClC1C=C(NC2C3C(=CC(OCCOC)=C(N)C=3)N=CN=2)C=CC=1F.Cl[C:27]1[C:36]2[C:31](=[CH:32][C:33]([O:40][CH3:41])=[C:34]([N+:37]([O-])=O)[CH:35]=2)[N:30]=[CH:29][N:28]=1.[Cl:42][C:43]1[C:44]([F:51])=[C:45]([CH:47]=[CH:48][C:49]=1[Cl:50])[NH2:46]. (2) The reactants are: [CH2:1]([C:9]1([CH2:12][NH2:13])[CH2:11][CH2:10]1)[CH2:2][C:3]1[CH:8]=[CH:7][CH:6]=[CH:5]C=1.C(Br)C1C=CC=CC=1.C1(C#N)CC1. Given the product [CH2:1]([C:9]1([C:12]#[N:13])[CH2:10][CH2:11]1)[C:2]1[CH:3]=[CH:8][CH:7]=[CH:6][CH:5]=1, predict the reactants needed to synthesize it.